Dataset: Catalyst prediction with 721,799 reactions and 888 catalyst types from USPTO. Task: Predict which catalyst facilitates the given reaction. (1) Reactant: [CH:1]1([NH2:4])[CH2:3][CH2:2]1.[Cl:5][C:6]1[CH:18]=[CH:17][C:9]([CH2:10][NH:11][C:12]([CH:14]2[CH2:16][CH2:15]2)=[O:13])=[CH:8][C:7]=1[CH:19]=O.[BH4-].[Na+].[OH-].[Na+]. Product: [Cl:5][C:6]1[CH:18]=[CH:17][C:9]([CH2:10][NH:11][C:12]([CH:14]2[CH2:16][CH2:15]2)=[O:13])=[CH:8][C:7]=1[CH2:19][NH:4][CH:1]1[CH2:3][CH2:2]1. The catalyst class is: 5. (2) Reactant: Cl[CH2:2][C:3]([N:5]1[CH2:10][C@H:9]([CH3:11])[N:8]([CH2:12][C:13]2[CH:18]=[CH:17][C:16]([F:19])=[CH:15][CH:14]=2)[CH2:7][C@H:6]1[CH3:20])=[O:4].[CH2:21]([O:23][P:24]([C:29]1[CH:34]=[C:33]([Cl:35])[CH:32]=[CH:31][C:30]=1[OH:36])(=[O:28])[O:25][CH2:26][CH3:27])[CH3:22].C(=O)([O-])[O-].[K+].[K+].[I-].[K+]. Product: [CH2:21]([O:23][P:24]([C:29]1[CH:34]=[C:33]([Cl:35])[CH:32]=[CH:31][C:30]=1[O:36][CH2:2][C:3]([N:5]1[CH2:10][C@H:9]([CH3:11])[N:8]([CH2:12][C:13]2[CH:18]=[CH:17][C:16]([F:19])=[CH:15][CH:14]=2)[CH2:7][C@H:6]1[CH3:20])=[O:4])(=[O:28])[O:25][CH2:26][CH3:27])[CH3:22]. The catalyst class is: 9. (3) Reactant: [Br:1][C:2]1[CH:3]=[C:4]([CH:10]=[CH:11][C:12]=1[C:13]#N)[C:5](OCC)=[O:6].[H-].C([Al+]CC(C)C)C(C)C.CC(C)=[O:27].Cl. Product: [Br:1][C:2]1[CH:3]=[C:4]([CH2:5][OH:6])[CH:10]=[CH:11][C:12]=1[CH:13]=[O:27]. The catalyst class is: 1. (4) Reactant: [NH2:1][C:2]1[N:7]=[C:6]([C:8]2[CH:13]=[CH:12][CH:11]=[C:10]([F:14])[CH:9]=2)[C:5]([C:15]#[N:16])=[C:4]([S:17]([CH3:19])=O)[N:3]=1.SC[CH2:22][C:23]1[CH:28]=[CH:27][CH:26]=[CH:25][N:24]=1.C1CCN2C(=NCCC2)CC1. Product: [NH2:1][C:2]1[N:7]=[C:6]([C:8]2[CH:13]=[CH:12][CH:11]=[C:10]([F:14])[CH:9]=2)[C:5]([C:15]#[N:16])=[C:4]([S:17][CH2:19][CH2:22][C:23]2[CH:28]=[CH:27][CH:26]=[CH:25][N:24]=2)[N:3]=1. The catalyst class is: 57. (5) Reactant: [CH3:1][O:2][C:3](=[O:21])[C:4]1[CH:9]=[CH:8][C:7]([O:10][C:11]2[C:16]([CH3:17])=[CH:15][C:14]([N+:18]([O-])=O)=[CH:13][N:12]=2)=[CH:6][CH:5]=1.C(O)(=O)C. Product: [NH2:18][C:14]1[CH:15]=[C:16]([CH3:17])[C:11]([O:10][C:7]2[CH:6]=[CH:5][C:4]([C:3]([O:2][CH3:1])=[O:21])=[CH:9][CH:8]=2)=[N:12][CH:13]=1. The catalyst class is: 284. (6) Reactant: [C:1]([O:5][C:6]([NH:8][C@@H:9]([CH2:14][CH2:15][S:16][CH3:17])[C:10](OC)=[O:11])=[O:7])([CH3:4])([CH3:3])[CH3:2].[NH2:18][OH:19]. Product: [OH:19][NH:18][C:10](=[O:11])[C@@H:9]([NH:8][C:6](=[O:7])[O:5][C:1]([CH3:4])([CH3:3])[CH3:2])[CH2:14][CH2:15][S:16][CH3:17]. The catalyst class is: 155. (7) Reactant: C([O:3][CH:4](OCC)[CH2:5][CH2:6][C:7]1[N:11]=[C:10]([CH2:12][C:13]2[CH:18]=[CH:17][CH:16]=[CH:15][CH:14]=2)[O:9][N:8]=1)C.C1(C)C=CC(S(O)(=O)=O)=CC=1. Product: [C:13]1([CH2:12][C:10]2[O:9][N:8]=[C:7]([CH2:6][CH2:5][CH:4]=[O:3])[N:11]=2)[CH:14]=[CH:15][CH:16]=[CH:17][CH:18]=1. The catalyst class is: 14. (8) Reactant: [O:1]=[C:2]1[O:6][CH2:5][C:4]([C:7]([O-:9])=[O:8])=[CH:3]1.[Na+].[H][H]. Product: [O:1]=[C:2]1[O:6][CH2:5][CH:4]([C:7]([OH:9])=[O:8])[CH2:3]1. The catalyst class is: 522.